Task: Regression/Classification. Given a drug SMILES string, predict its absorption, distribution, metabolism, or excretion properties. Task type varies by dataset: regression for continuous measurements (e.g., permeability, clearance, half-life) or binary classification for categorical outcomes (e.g., BBB penetration, CYP inhibition). Dataset: hlm.. Dataset: Human liver microsome stability data (1) The compound is C1=CCOCc2cc(ccc2OCCN2CCCC2)Nc2nccc(n2)-c2ccc(s2)COC1. The result is 0 (unstable in human liver microsomes). (2) The compound is CC(C)[C@@H](NC(=O)c1ccc(-c2ccc(CSc3nc(O)c4c(n3)CCC4)c(F)c2)o1)C(=O)NC1CNC1. The result is 0 (unstable in human liver microsomes). (3) The compound is CCNC(=O)N[C@H]1CC[C@H](Nc2ncc3ccc(=O)n(C(C)C)c3n2)CC1. The result is 0 (unstable in human liver microsomes). (4) The drug is c1ccc(Cn2nnnc2C(c2ccc3c(c2)CCO3)N2CCCN(C3CCC3)CC2)cc1. The result is 1 (stable in human liver microsomes). (5) The drug is CCc1nc2cc(Cl)ccn2c1C(=O)NCc1ccc(N2CCCCCC2)cc1. The result is 1 (stable in human liver microsomes). (6) The molecule is Cc1cccc(CN(Cc2ccccn2)[C@@H]2CCNC2)c1C. The result is 1 (stable in human liver microsomes). (7) The drug is CC(C)c1nc2c(Cl)cccc2n1-c1cccc(Oc2cccc(S(C)(=O)=O)c2)c1. The result is 1 (stable in human liver microsomes). (8) The drug is COc1cccc(CNC(=O)c2[nH]c3cc(-c4cn[nH]c4)ccc3c2CN2CCCNCC2)c1. The result is 0 (unstable in human liver microsomes). (9) The compound is CN(C)CC(=O)N1CCC(n2cnc3cnc4[nH]ccc4c32)CC1. The result is 0 (unstable in human liver microsomes).